This data is from Reaction yield outcomes from USPTO patents with 853,638 reactions. The task is: Predict the reaction yield, written as a fraction of the theoretical maximum amount of product (1.0 means a 100% yield; for example, 0.34 means a 34% yield). (1) The catalyst is C(Cl)Cl.CN(C=O)C. The yield is 0.900. The product is [F:12][C:5]1[C:4]([F:13])=[C:3]([CH3:14])[C:2]([F:1])=[C:7]([F:8])[C:6]=1[C:9]([NH:43][CH:38]1[CH2:39][CH2:40][CH2:41][CH2:42][CH:37]1[CH3:36])=[O:11]. The reactants are [F:1][C:2]1[C:7]([F:8])=[C:6]([C:9]([OH:11])=O)[C:5]([F:12])=[C:4]([F:13])[C:3]=1[CH3:14].C1C=CC2N(O)N=NC=2C=1.CCN=C=NCCCN(C)C.[CH3:36][CH:37]1[CH2:42][CH2:41][CH2:40][CH2:39][CH:38]1[NH2:43]. (2) The reactants are [NH:1]1[C:9]2[C:4](=[CH:5][CH:6]=[CH:7][CH:8]=2)[C:3](/[CH:10]=[CH:11]/[C:12]([NH:14][C@@H:15]([C:17]2[CH:22]=[CH:21][C:20]([O:23][CH2:24][C:25]([F:28])([F:27])[F:26])=[CH:19][N:18]=2)[CH3:16])=[O:13])=[CH:2]1.[CH2:29]([Zn])C.ICI.Cl.N. The catalyst is ClCCl. The product is [NH:1]1[C:9]2[C:4](=[CH:5][CH:6]=[CH:7][CH:8]=2)[C:3]([C@@H:10]2[CH2:29][C@H:11]2[C:12]([NH:14][C@@H:15]([C:17]2[CH:22]=[CH:21][C:20]([O:23][CH2:24][C:25]([F:26])([F:28])[F:27])=[CH:19][N:18]=2)[CH3:16])=[O:13])=[CH:2]1. The yield is 0.0300. (3) The yield is 0.890. The product is [C:1]([C:3]1[CH:4]=[C:5]2[C:10](=[CH:11][C:12]=1[O:13][CH2:14][CH:15]1[CH2:20][CH2:19][NH:18][CH2:17][CH2:16]1)[N:9]=[CH:8][CH:7]=[C:6]2[O:29][C:30]1[CH:31]=[C:32]2[C:36](=[CH:37][CH:38]=1)[N:35]([C:39](=[O:43])[NH:40][CH2:41][CH3:42])[CH:34]=[CH:33]2)#[N:2]. The reactants are [C:1]([C:3]1[CH:4]=[C:5]2[C:10](=[CH:11][C:12]=1[O:13][CH2:14][CH:15]1[CH2:20][CH2:19][N:18](OC(OC(C)(C)C)=O)[CH2:17][CH2:16]1)[N:9]=[CH:8][CH:7]=[C:6]2[O:29][C:30]1[CH:31]=[C:32]2[C:36](=[CH:37][CH:38]=1)[N:35]([C:39](=[O:43])[NH:40][CH2:41][CH3:42])[CH:34]=[CH:33]2)#[N:2].[Na].O. The catalyst is FC(F)(F)C(O)=O. (4) The reactants are [O:1]=[C:2]1[C:11]2[NH:12][CH:13]=[C:14]([C:15]([OH:17])=O)[C:10]=2[C:9]2[CH:8]=[CH:7][CH:6]=[CH:5][C:4]=2[NH:3]1.[CH:18]1([CH2:24][NH2:25])[CH2:23][CH2:22][CH2:21][CH2:20][CH2:19]1. The product is [CH:18]1([CH2:24][NH:25][C:15]([C:14]2[C:10]3[C:9]4[CH:8]=[CH:7][CH:6]=[CH:5][C:4]=4[NH:3][C:2](=[O:1])[C:11]=3[NH:12][CH:13]=2)=[O:17])[CH2:23][CH2:22][CH2:21][CH2:20][CH2:19]1. No catalyst specified. The yield is 0.0800.